From a dataset of Reaction yield outcomes from USPTO patents with 853,638 reactions. Predict the reaction yield, written as a fraction of the theoretical maximum amount of product (1.0 means a 100% yield; for example, 0.34 means a 34% yield). (1) The reactants are [C:1](#[N:5])[CH2:2][C:3]#[N:4].[CH3:6][C:7]([CH2:9][OH:10])=O.C(N(CC)CC)C. The catalyst is CO. The product is [NH2:4][C:3]1[O:10][CH:9]=[C:7]([CH3:6])[C:2]=1[C:1]#[N:5]. The yield is 0.300. (2) The catalyst is C1COCC1. The reactants are [Br:1][C:2]1[CH:6]=[C:5]([NH:7][CH2:8][CH2:9][CH3:10])[S:4][C:3]=1[C:11]#[N:12].[H-].[Na+].Br[CH2:16][C:17]([O:19][CH2:20][CH3:21])=[O:18].O. The product is [CH2:20]([O:19][C:17](=[O:18])[CH2:16][N:7]([C:5]1[S:4][C:3]([C:11]#[N:12])=[C:2]([Br:1])[CH:6]=1)[CH2:8][CH2:9][CH3:10])[CH3:21]. The yield is 1.00. (3) The reactants are [Br:1][CH2:2][C:3]1[S:4][CH:5]=[CH:6][CH:7]=1.[CH2:8]([P:12]([CH2:17][CH2:18][CH2:19][CH3:20])[CH2:13][CH2:14][CH2:15][CH3:16])[CH2:9][CH2:10][CH3:11]. The catalyst is C1(C)C=CC=CC=1. The product is [Br-:1].[S:4]1[CH:5]=[CH:6][CH:7]=[C:3]1[CH2:2][P+:12]([CH2:13][CH2:14][CH2:15][CH3:16])([CH2:17][CH2:18][CH2:19][CH3:20])[CH2:8][CH2:9][CH2:10][CH3:11]. The yield is 0.923. (4) The reactants are Br[CH2:2][C:3]([C:5]1[CH:10]=[CH:9][C:8]2[O:11][CH2:12][O:13][C:7]=2[CH:6]=1)=O.Cl.[NH2:15][N:16]1[C:20]([C:21]2[CH:26]=[C:25]([O:27][CH3:28])[CH:24]=[C:23]([O:29][CH3:30])[CH:22]=2)=[N:19][N:18]=[C:17]1[SH:31].C(=O)([O-])[O-].[Na+].[Na+]. The catalyst is C(O)C. The product is [CH3:30][O:29][C:23]1[CH:22]=[C:21]([C:20]2[N:16]3[C:17]([S:31][CH2:2][C:3]([C:5]4[CH:10]=[CH:9][C:8]5[O:11][CH2:12][O:13][C:7]=5[CH:6]=4)=[N:15]3)=[N:18][N:19]=2)[CH:26]=[C:25]([O:27][CH3:28])[CH:24]=1. The yield is 0.100. (5) The reactants are [N:1]([CH2:4][CH2:5][O:6][CH:7]1[CH2:22][CH:11]2[CH2:12][O:13][C:14]3[C:19]([C:10]2([S:23]([C:26]2[CH:31]=[CH:30][C:29]([Cl:32])=[CH:28][CH:27]=2)(=[O:25])=[O:24])[CH2:9][CH2:8]1)=[C:18]([F:20])[CH:17]=[CH:16][C:15]=3[F:21])=[N+]=[N-].C1C=CC(P(C2C=CC=CC=2)C2C=CC=CC=2)=CC=1. The catalyst is C1COCC1.O. The product is [Cl:32][C:29]1[CH:28]=[CH:27][C:26]([S:23]([C:10]23[CH2:9][CH2:8][CH:7]([O:6][CH2:5][CH2:4][NH2:1])[CH2:22][CH:11]2[CH2:12][O:13][C:14]2[C:19]3=[C:18]([F:20])[CH:17]=[CH:16][C:15]=2[F:21])(=[O:24])=[O:25])=[CH:31][CH:30]=1. The yield is 0.520. (6) The reactants are [O:1]=[S:2]1(=[O:27])[C:8]2[CH:9]=[C:10]([OH:14])[C:11]([Br:13])=[CH:12][C:7]=2[N:6]([C:15]2[CH:20]=[CH:19][CH:18]=[CH:17][CH:16]=2)[CH2:5][C:4]([CH2:23][CH2:24][CH2:25][CH3:26])([CH2:21][CH3:22])[CH2:3]1.Br[CH2:29][C:30]([O:32][CH2:33][CH3:34])=[O:31].C(=O)([O-])[O-].[Na+].[Na+]. The catalyst is [Br-].C([N+](CCCC)(CCCC)CCCC)CCC.CC#N. The product is [O:27]=[S:2]1(=[O:1])[C:8]2[CH:9]=[C:10]([O:14][CH2:29][C:30]([O:32][CH2:33][CH3:34])=[O:31])[C:11]([Br:13])=[CH:12][C:7]=2[N:6]([C:15]2[CH:20]=[CH:19][CH:18]=[CH:17][CH:16]=2)[CH2:5][C:4]([CH2:23][CH2:24][CH2:25][CH3:26])([CH2:21][CH3:22])[CH2:3]1. The yield is 0.950.